This data is from HIV replication inhibition screening data with 41,000+ compounds from the AIDS Antiviral Screen. The task is: Binary Classification. Given a drug SMILES string, predict its activity (active/inactive) in a high-throughput screening assay against a specified biological target. The compound is O=C(OCCN1CCCC12CCCCC2)C(c1ccccc1)C1C=CCC1. The result is 0 (inactive).